From a dataset of Cav3 T-type calcium channel HTS with 100,875 compounds. Binary Classification. Given a drug SMILES string, predict its activity (active/inactive) in a high-throughput screening assay against a specified biological target. (1) The drug is S(=O)(=O)(Nc1ccc(cc1)C(O)=O)c1c2nsnc2ccc1. The result is 0 (inactive). (2) The molecule is Clc1cc(CN(C2CS(=O)(=O)CC2)C(=O)c2sccc2)ccc1. The result is 0 (inactive).